Dataset: Reaction yield outcomes from USPTO patents with 853,638 reactions. Task: Predict the reaction yield, written as a fraction of the theoretical maximum amount of product (1.0 means a 100% yield; for example, 0.34 means a 34% yield). (1) The reactants are Cl.[NH:2]1[CH2:7][CH2:6][CH2:5][C@H:4]([C:8]2[N:12]=[C:11]([C:13]3[CH:18]=[CH:17][CH:16]=[CH:15][N:14]=3)[O:10][N:9]=2)[CH2:3]1.[F:19][C:20]1[CH:28]=[C:27]([F:29])[CH:26]=[C:25]([F:30])[C:21]=1[C:22](Cl)=[O:23]. No catalyst specified. The product is [N:14]1[CH:15]=[CH:16][CH:17]=[CH:18][C:13]=1[C:11]1[O:10][N:9]=[C:8]([C@H:4]2[CH2:5][CH2:6][CH2:7][N:2]([C:22]([C:21]3[C:25]([F:30])=[CH:26][C:27]([F:29])=[CH:28][C:20]=3[F:19])=[O:23])[CH2:3]2)[N:12]=1. The yield is 0.420. (2) The reactants are [C:1]([C:5]1[CH:10]=[CH:9][C:8]([C:11]2[CH:12]=[CH:13][CH:14]=[C:15]3[C:19]=2[CH2:18][C:17]([CH3:20])=[CH:16]3)=[CH:7][CH:6]=1)([CH3:4])([CH3:3])[CH3:2].[Li]CCCC.[C:26]([C:30]1[CH:38]=[C:37]2[C:33]([CH:34]=[C:35]([CH3:43])[CH:36]2[Si:39](Cl)([CH3:41])[CH3:40])=[C:32]([C:44]2[CH:49]=[CH:48][CH:47]=[CH:46][CH:45]=2)[C:31]=1[O:50][CH3:51])([CH3:29])([CH3:28])[CH3:27].O. The catalyst is CCOCC.C([Cu])#N. The product is [C:26]([C:30]1[CH:38]=[C:37]2[C:33]([CH:34]=[C:35]([CH3:43])[CH:36]2[Si:39]([CH:16]2[C:15]3[C:19](=[C:11]([C:8]4[CH:9]=[CH:10][C:5]([C:1]([CH3:4])([CH3:2])[CH3:3])=[CH:6][CH:7]=4)[CH:12]=[CH:13][CH:14]=3)[CH:18]=[C:17]2[CH3:20])([CH3:41])[CH3:40])=[C:32]([C:44]2[CH:45]=[CH:46][CH:47]=[CH:48][CH:49]=2)[C:31]=1[O:50][CH3:51])([CH3:27])([CH3:28])[CH3:29]. The yield is 0.910.